From a dataset of Catalyst prediction with 721,799 reactions and 888 catalyst types from USPTO. Predict which catalyst facilitates the given reaction. Reactant: I[CH:2]1[CH2:7][CH2:6][CH2:5][CH2:4][CH2:3]1.[CH2:8]([O:12][C:13]1[N:21]=[C:20]2[C:16]([N:17]=[C:18]([O:29]C)[N:19]2[CH2:22][CH:23]2[CH2:28][CH2:27][NH:26][CH2:25][CH2:24]2)=[C:15]([NH2:31])[N:14]=1)[CH2:9][CH2:10][CH3:11].CCN(C(C)C)C(C)C.C(=O)([O-])[O-].[K+].[K+]. Product: [NH2:31][C:15]1[N:14]=[C:13]([O:12][CH2:8][CH2:9][CH2:10][CH3:11])[N:21]=[C:20]2[C:16]=1[NH:17][C:18](=[O:29])[N:19]2[CH2:22][CH:23]1[CH2:24][CH2:25][N:26]([CH:2]2[CH2:7][CH2:6][CH2:5][CH2:4][CH2:3]2)[CH2:27][CH2:28]1. The catalyst class is: 623.